The task is: Predict the reaction yield, written as a fraction of the theoretical maximum amount of product (1.0 means a 100% yield; for example, 0.34 means a 34% yield).. This data is from Reaction yield outcomes from USPTO patents with 853,638 reactions. (1) The product is [F:30][C:2]([F:1])([F:31])[C:3]1[CH:8]=[CH:7][C:6]([N:9]2[CH2:10][CH2:11][N:12]([S:15]([C:18]3[CH:19]=[C:20]4[C:24](=[CH:25][CH:26]=3)[NH:23][CH2:22][CH2:21]4)(=[O:16])=[O:17])[CH2:13][CH2:14]2)=[CH:5][CH:4]=1. The reactants are [F:1][C:2]([F:31])([F:30])[C:3]1[CH:8]=[CH:7][C:6]([N:9]2[CH2:14][CH2:13][N:12]([S:15]([C:18]3[CH:19]=[C:20]4[C:24](=[CH:25][CH:26]=3)[N:23](C(=O)C)[CH2:22][CH2:21]4)(=[O:17])=[O:16])[CH2:11][CH2:10]2)=[CH:5][CH:4]=1. The yield is 0.750. The catalyst is O1CCOCC1. (2) The reactants are [C:1]1([S:7]([C:9]2[C:10]([CH2:15][O:16]C(=O)C)=[N:11][CH:12]=[CH:13][CH:14]=2)=[O:8])[CH:6]=[CH:5][CH:4]=[CH:3][CH:2]=1.C([O-])([O-])=O.[K+].[K+]. The catalyst is CO.C(Cl)Cl. The product is [C:1]1([S:7]([C:9]2[C:10]([CH2:15][OH:16])=[N:11][CH:12]=[CH:13][CH:14]=2)=[O:8])[CH:2]=[CH:3][CH:4]=[CH:5][CH:6]=1. The yield is 0.420. (3) The reactants are [OH:1][CH2:2][CH2:3][NH:4][CH2:5][CH2:6][OH:7].Br[CH2:9][CH2:10][O:11][C:12]1[CH:17]=[CH:16][CH:15]=[CH:14][CH:13]=1.C(=O)([O-])[O-].[K+].[K+]. The catalyst is C(O)C. The product is [OH:1][CH2:2][CH2:3][N:4]([CH2:9][CH2:10][O:11][C:12]1[CH:17]=[CH:16][CH:15]=[CH:14][CH:13]=1)[CH2:5][CH2:6][OH:7]. The yield is 0.780. (4) The reactants are Cl[C:2]1[CH:7]=[CH:6][N:5]=[C:4]([C:8]([NH2:10])=[O:9])[CH:3]=1.FC(F)(F)C(O)=O.NC1C(C2C=CC(CC(N)=O)=CC=2)=C(OC2C=CC(NC(NC(=O)CC3C=CC(F)=CC=3)=O)=CC=2F)C=CN=1.[NH2:57][C:58]1[CH:63]=[C:62]([F:64])[C:61]([OH:65])=[C:60]([F:66])[CH:59]=1. No catalyst specified. The product is [NH2:57][C:58]1[CH:63]=[C:62]([F:64])[C:61]([O:65][C:2]2[CH:7]=[CH:6][N:5]=[C:4]([C:8]([NH2:10])=[O:9])[CH:3]=2)=[C:60]([F:66])[CH:59]=1. The yield is 0.290. (5) The reactants are C[Si]([N-][Si](C)(C)C)(C)C.[Na+].[CH3:11][N:12]1[CH2:17][CH2:16][CH:15]([C:18]2[CH:27]=[CH:26][C:21]([C:22]([O:24]C)=O)=[CH:20][CH:19]=2)[CH2:14][CH2:13]1.[NH2:28][C:29]1[N:33](C(OC(C)(C)C)=O)[N:32]=[C:31]([CH2:41][CH2:42][C:43]2[CH:48]=[C:47]([O:49][CH3:50])[CH:46]=[C:45]([O:51][CH3:52])[CH:44]=2)[CH:30]=1.[NH4+].[Cl-]. The catalyst is C1COCC1. The product is [CH3:50][O:49][C:47]1[CH:48]=[C:43]([CH2:42][CH2:41][C:31]2[NH:32][N:33]=[C:29]([NH:28][C:22](=[O:24])[C:21]3[CH:20]=[CH:19][C:18]([CH:15]4[CH2:14][CH2:13][N:12]([CH3:11])[CH2:17][CH2:16]4)=[CH:27][CH:26]=3)[CH:30]=2)[CH:44]=[C:45]([O:51][CH3:52])[CH:46]=1. The yield is 0.161. (6) The reactants are [OH-].[Li+].C([O:5][C:6](=[O:32])[CH2:7][CH2:8][CH2:9][CH2:10][CH2:11][CH2:12][NH:13][S:14]([CH2:17][CH2:18][C:19]1[CH:24]=[CH:23][C:22]([CH:25]([OH:31])[CH2:26][CH2:27][CH2:28][CH2:29][CH3:30])=[CH:21][CH:20]=1)(=[O:16])=[O:15])C.Cl. The catalyst is O.C1COCC1. The product is [OH:31][CH:25]([C:22]1[CH:23]=[CH:24][C:19]([CH2:18][CH2:17][S:14]([NH:13][CH2:12][CH2:11][CH2:10][CH2:9][CH2:8][CH2:7][C:6]([OH:32])=[O:5])(=[O:16])=[O:15])=[CH:20][CH:21]=1)[CH2:26][CH2:27][CH2:28][CH2:29][CH3:30]. The yield is 0.720. (7) The reactants are Br[C:2]1[C:10]2[CH:9]=[CH:8][C:7](=[O:11])[N:6]([C:12]3[CH:17]=[CH:16][CH:15]=[CH:14][C:13]=3[Cl:18])[C:5]=2[S:4][C:3]=1[C:19]#[N:20].[F:21][C:22]1[CH:28]=[CH:27][C:25]([NH2:26])=[CH:24][C:23]=1[CH3:29].C([O-])([O-])=O.[Cs+].[Cs+].C1C=CC(P(C2C(C3C(P(C4C=CC=CC=4)C4C=CC=CC=4)=CC=C4C=3C=CC=C4)=C3C(C=CC=C3)=CC=2)C2C=CC=CC=2)=CC=1. The catalyst is C1(C)C=CC=CC=1.C1C=CC(/C=C/C(/C=C/C2C=CC=CC=2)=O)=CC=1.C1C=CC(/C=C/C(/C=C/C2C=CC=CC=2)=O)=CC=1.C1C=CC(/C=C/C(/C=C/C2C=CC=CC=2)=O)=CC=1.[Pd].[Pd]. The product is [Cl:18][C:13]1[CH:14]=[CH:15][CH:16]=[CH:17][C:12]=1[N:6]1[C:7](=[O:11])[CH:8]=[CH:9][C:10]2[C:2]([NH:26][C:25]3[CH:27]=[CH:28][C:22]([F:21])=[C:23]([CH3:29])[CH:24]=3)=[C:3]([C:19]#[N:20])[S:4][C:5]1=2. The yield is 0.280. (8) The reactants are [NH2:1][C:2]1[CH:7]=[CH:6][CH:5]=[CH:4][N:3]=1.[CH2:8]([O:10][C:11]1[C:12](=O)[C:13](=[O:18])[C:14]=1[O:15]CC)[CH3:9]. The catalyst is CCO. The product is [CH2:8]([O:10][C:11]1[C:14](=[O:15])[C:13](=[O:18])[C:12]=1[NH:1][C:2]1[CH:7]=[CH:6][CH:5]=[CH:4][N:3]=1)[CH3:9]. The yield is 0.290. (9) The reactants are [CH:1](=[N:8][N:9]([C:18]1[CH:27]=[CH:26][CH:25]=[CH:24][C:19]=1[C:20](OC)=[O:21])[C:10](=[O:17])[CH2:11][C:12]([O:14][CH2:15][CH3:16])=[O:13])[C:2]1[CH:7]=[CH:6][CH:5]=[CH:4][CH:3]=1.[O-]CC.[Na+].O.Cl. The yield is 0.960. The product is [OH:21][C:20]1[C:19]2[C:18](=[CH:27][CH:26]=[CH:25][CH:24]=2)[N:9]([N:8]=[CH:1][C:2]2[CH:3]=[CH:4][CH:5]=[CH:6][CH:7]=2)[C:10](=[O:17])[C:11]=1[C:12]([O:14][CH2:15][CH3:16])=[O:13]. The catalyst is C(O)C.